The task is: Predict the reaction yield, written as a fraction of the theoretical maximum amount of product (1.0 means a 100% yield; for example, 0.34 means a 34% yield).. This data is from Reaction yield outcomes from USPTO patents with 853,638 reactions. (1) The reactants are [F:1][C:2]1[CH:3]=[C:4]([NH:19][C:20](=[O:31])[CH2:21][C:22]([NH:24][C:25]2[CH:30]=[CH:29][CH:28]=[CH:27][CH:26]=2)=[O:23])[CH:5]=[CH:6][C:7]=1[O:8][C:9]1[CH:14]=[CH:13][N:12]=[C:11]2[CH:15]=[C:16](I)[S:17][C:10]=12.Br[C:33]1[CH:38]=[CH:37][N+:36]([O-:39])=[CH:35][CH:34]=1. The catalyst is O1CCOCC1.C1C=CC([P]([Pd]([P](C2C=CC=CC=2)(C2C=CC=CC=2)C2C=CC=CC=2)([P](C2C=CC=CC=2)(C2C=CC=CC=2)C2C=CC=CC=2)[P](C2C=CC=CC=2)(C2C=CC=CC=2)C2C=CC=CC=2)(C2C=CC=CC=2)C2C=CC=CC=2)=CC=1. The product is [F:1][C:2]1[CH:3]=[C:4]([NH:19][C:20](=[O:31])[CH2:21][C:22](=[O:23])[NH:24][C:25]2[CH:30]=[CH:29][CH:28]=[CH:27][CH:26]=2)[CH:5]=[CH:6][C:7]=1[O:8][C:9]1[CH:14]=[CH:13][N:12]=[C:11]2[CH:15]=[C:16]([C:35]3[CH:34]=[CH:33][CH:38]=[CH:37][N+:36]=3[O-:39])[S:17][C:10]=12. The yield is 0.270. (2) The reactants are [CH3:1][O:2][C:3](=[O:13])[C:4]1[CH:9]=[C:8]([OH:10])[C:7]([OH:11])=[C:6]([OH:12])[CH:5]=1.[CH3:14]OS(OC)(=O)=O.[OH-].[Na+].OS(O)(=O)=O. The catalyst is O. The yield is 0.470. The product is [OH:12][C:6]1[CH:5]=[C:4]([CH:9]=[C:8]([O:10][CH3:14])[C:7]=1[OH:11])[C:3]([O:2][CH3:1])=[O:13]. (3) The reactants are C([O-])(O)=O.[Na+].Br[CH2:7][CH:8](OC)OC.Br.[Cl:14][C:15]1[N:20]=[C:19]([NH2:21])[CH:18]=[N:17][CH:16]=1.C([O-])([O-])=O.[Na+].[Na+]. The catalyst is O.CCCCCC.C(OC(=O)C)C.CC(O)C. The product is [Cl:14][C:15]1[N:20]2[CH:7]=[CH:8][N:21]=[C:19]2[CH:18]=[N:17][CH:16]=1. The yield is 0.253. (4) The reactants are [CH2:1]([O:8][CH2:9][CH2:10][CH2:11][O:12][C:13]1[C:18]([F:19])=[CH:17][CH:16]=[C:15]([CH:20]=[O:21])[C:14]=1OS(C(F)(F)F)(=O)=O)[C:2]1[CH:7]=[CH:6][CH:5]=[CH:4][CH:3]=1.[B:30]1([B:30]2[O:34][C:33]([CH3:36])([CH3:35])[C:32]([CH3:38])([CH3:37])[O:31]2)[O:34][C:33]([CH3:36])([CH3:35])[C:32]([CH3:38])([CH3:37])[O:31]1.CC([O-])=O.[K+]. The catalyst is C1C=CC(P(C2C=CC=CC=2)[C-]2C=CC=C2)=CC=1.C1C=CC(P(C2C=CC=CC=2)[C-]2C=CC=C2)=CC=1.Cl[Pd]Cl.[Fe+2].C(Cl)Cl.C1COCC1. The product is [CH2:1]([O:8][CH2:9][CH2:10][CH2:11][O:12][C:13]1[C:14]([B:30]2[O:34][C:33]([CH3:36])([CH3:35])[C:32]([CH3:38])([CH3:37])[O:31]2)=[C:15]([CH:16]=[CH:17][C:18]=1[F:19])[CH:20]=[O:21])[C:2]1[CH:7]=[CH:6][CH:5]=[CH:4][CH:3]=1. The yield is 0.260. (5) The reactants are [CH3:1][C:2]1[CH:11]=[C:10]([NH:12][C:13]2[CH:14]=[C:15]([CH:33]=[CH:34][CH:35]=2)[C:16]([NH:18][NH:19][C:20](=[O:32])[CH2:21][N:22]2[CH2:31][CH2:30][C:29]3[C:24](=[CH:25][CH:26]=[CH:27][CH:28]=3)[CH2:23]2)=O)[C:9]2[C:4](=[CH:5][CH:6]=[CH:7][CH:8]=2)[N:3]=1. The yield is 0.370. The product is [CH2:23]1[C:24]2[C:29](=[CH:28][CH:27]=[CH:26][CH:25]=2)[CH2:30][CH2:31][N:22]1[CH2:21][C:20]1[O:32][C:16]([C:15]2[CH:14]=[C:13]([NH:12][C:10]3[C:9]4[C:4](=[CH:5][CH:6]=[CH:7][CH:8]=4)[N:3]=[C:2]([CH3:1])[CH:11]=3)[CH:35]=[CH:34][CH:33]=2)=[N:18][N:19]=1. The catalyst is P(Cl)(Cl)(Cl)=O. (6) The reactants are [C:1]([CH:9]1[CH2:14][CH2:13][CH2:12][N:11]([C:15]([O:17][C:18]([CH3:21])([CH3:20])[CH3:19])=[O:16])[CH2:10]1)(=[O:8])[C:2]1[CH:7]=[CH:6][CH:5]=[CH:4][CH:3]=1.[CH2:22]([Mg]Br)[CH2:23][CH2:24][CH:25]=[CH2:26]. The catalyst is C1COCC1. The product is [OH:8][C@:1]([CH:9]1[CH2:14][CH2:13][CH2:12][N:11]([C:15]([O:17][C:18]([CH3:21])([CH3:20])[CH3:19])=[O:16])[CH2:10]1)([C:2]1[CH:3]=[CH:4][CH:5]=[CH:6][CH:7]=1)[CH2:26][CH2:25][CH2:24][CH:23]=[CH2:22]. The yield is 0.880. (7) The catalyst is CN(C=O)C.O. The yield is 0.870. The product is [F:11][C:10]([F:13])([F:12])[C:8]1[CH:7]=[CH:6][C:3]([C:4]#[N:5])=[C:2]([O:22][C:19]2[CH:20]=[N:21][C:16]([C:15]([F:24])([F:14])[F:23])=[CH:17][CH:18]=2)[CH:9]=1. The reactants are F[C:2]1[CH:9]=[C:8]([C:10]([F:13])([F:12])[F:11])[CH:7]=[CH:6][C:3]=1[C:4]#[N:5].[F:14][C:15]([F:24])([F:23])[C:16]1[N:21]=[CH:20][C:19]([OH:22])=[CH:18][CH:17]=1.C([O-])([O-])=O.[Cs+].[Cs+]. (8) The reactants are [I:1][C:2]1[CH:3]=[C:4]2[C:8](=[CH:9][CH:10]=1)[NH:7][C:6](=[O:11])[C:5]2=O.[C:13]1([C:23]2[CH:28]=[CH:27][CH:26]=[CH:25][CH:24]=2)[CH:18]=[CH:17][C:16]([C:19]([NH:21][NH2:22])=[O:20])=[CH:15][CH:14]=1. The catalyst is C(O)(=O)C. The product is [I:1][C:2]1[CH:3]=[C:4]2[C:8](=[CH:9][CH:10]=1)[NH:7][C:6](=[O:11])[C:5]2=[N:22][NH:21][C:19]([C:16]1[CH:17]=[CH:18][C:13]([C:23]2[CH:24]=[CH:25][CH:26]=[CH:27][CH:28]=2)=[CH:14][CH:15]=1)=[O:20]. The yield is 0.860. (9) The reactants are [Cl-].O[NH3+:3].[C:4](=[O:7])([O-])[OH:5].[Na+].CS(C)=O.[CH2:13]([N:20]1[C:25](=[O:26])[C:24]([CH2:27][C:28]2[CH:33]=[CH:32][C:31]([C:34]3[C:35]([C:40]#[N:41])=[CH:36][CH:37]=[CH:38][CH:39]=3)=[CH:30][CH:29]=2)=[C:23]([CH2:42][CH2:43][CH2:44][CH3:45])[N:22]=[C:21]1[CH2:46][O:47][CH3:48])[C:14]1[CH:19]=[CH:18][CH:17]=[CH:16][CH:15]=1. The catalyst is C(OCC)(=O)C. The product is [CH2:13]([N:20]1[C:25](=[O:26])[C:24]([CH2:27][C:28]2[CH:33]=[CH:32][C:31]([C:34]3[CH:39]=[CH:38][CH:37]=[CH:36][C:35]=3[C:40]3[NH:3][C:4](=[O:7])[O:5][N:41]=3)=[CH:30][CH:29]=2)=[C:23]([CH2:42][CH2:43][CH2:44][CH3:45])[N:22]=[C:21]1[CH2:46][O:47][CH3:48])[C:14]1[CH:19]=[CH:18][CH:17]=[CH:16][CH:15]=1. The yield is 0.690.